This data is from Forward reaction prediction with 1.9M reactions from USPTO patents (1976-2016). The task is: Predict the product of the given reaction. (1) Given the reactants Cl[C:2]1[N:3]=[CH:4][CH:5]=[C:6]2[CH:10]=[C:9]([C:11]([N:13]3[CH2:17][CH2:16][CH2:15][CH2:14]3)=[O:12])[NH:8][C:7]=12, predict the reaction product. The product is: [N:13]1([C:11]([C:9]2[NH:8][C:7]3=[CH:2][N:3]=[CH:4][CH:5]=[C:6]3[CH:10]=2)=[O:12])[CH2:17][CH2:16][CH2:15][CH2:14]1. (2) The product is: [Br:1][C:2]1[C:7]([CH2:8][Br:16])=[CH:6][CH:5]=[CH:4][N:3]=1. Given the reactants [Br:1][C:2]1[C:7]([CH3:8])=[CH:6][CH:5]=[CH:4][N:3]=1.C1C(=O)N([Br:16])C(=O)C1, predict the reaction product.